From a dataset of NCI-60 drug combinations with 297,098 pairs across 59 cell lines. Regression. Given two drug SMILES strings and cell line genomic features, predict the synergy score measuring deviation from expected non-interaction effect. (1) Drug 1: CCC1(CC2CC(C3=C(CCN(C2)C1)C4=CC=CC=C4N3)(C5=C(C=C6C(=C5)C78CCN9C7C(C=CC9)(C(C(C8N6C=O)(C(=O)OC)O)OC(=O)C)CC)OC)C(=O)OC)O.OS(=O)(=O)O. Drug 2: CC1=C2C(C(=O)C3(C(CC4C(C3C(C(C2(C)C)(CC1OC(=O)C(C(C5=CC=CC=C5)NC(=O)C6=CC=CC=C6)O)O)OC(=O)C7=CC=CC=C7)(CO4)OC(=O)C)O)C)OC(=O)C. Cell line: OVCAR-4. Synergy scores: CSS=45.9, Synergy_ZIP=-1.25, Synergy_Bliss=2.05, Synergy_Loewe=-3.05, Synergy_HSA=1.37. (2) Drug 1: CC(CN1CC(=O)NC(=O)C1)N2CC(=O)NC(=O)C2. Drug 2: CC1=C(C(=CC=C1)Cl)NC(=O)C2=CN=C(S2)NC3=CC(=NC(=N3)C)N4CCN(CC4)CCO. Cell line: RXF 393. Synergy scores: CSS=18.2, Synergy_ZIP=-8.45, Synergy_Bliss=-1.50, Synergy_Loewe=-7.80, Synergy_HSA=0.341. (3) Drug 2: C1=CC=C(C(=C1)C(C2=CC=C(C=C2)Cl)C(Cl)Cl)Cl. Synergy scores: CSS=2.56, Synergy_ZIP=0.852, Synergy_Bliss=2.17, Synergy_Loewe=0.234, Synergy_HSA=1.23. Drug 1: CC1CCC2CC(C(=CC=CC=CC(CC(C(=O)C(C(C(=CC(C(=O)CC(OC(=O)C3CCCCN3C(=O)C(=O)C1(O2)O)C(C)CC4CCC(C(C4)OC)O)C)C)O)OC)C)C)C)OC. Cell line: MCF7. (4) Drug 2: COCCOC1=C(C=C2C(=C1)C(=NC=N2)NC3=CC=CC(=C3)C#C)OCCOC.Cl. Drug 1: CC1=C(N=C(N=C1N)C(CC(=O)N)NCC(C(=O)N)N)C(=O)NC(C(C2=CN=CN2)OC3C(C(C(C(O3)CO)O)O)OC4C(C(C(C(O4)CO)O)OC(=O)N)O)C(=O)NC(C)C(C(C)C(=O)NC(C(C)O)C(=O)NCCC5=NC(=CS5)C6=NC(=CS6)C(=O)NCCC[S+](C)C)O. Synergy scores: CSS=8.24, Synergy_ZIP=-3.99, Synergy_Bliss=-1.73, Synergy_Loewe=-3.22, Synergy_HSA=0.149. Cell line: T-47D. (5) Drug 1: C1=CC(=CC=C1CC(C(=O)O)N)N(CCCl)CCCl.Cl. Drug 2: C1CCC(C(C1)N)N.C(=O)(C(=O)[O-])[O-].[Pt+4]. Cell line: SNB-19. Synergy scores: CSS=15.2, Synergy_ZIP=-6.56, Synergy_Bliss=-3.38, Synergy_Loewe=-26.0, Synergy_HSA=-4.74. (6) Drug 1: CC1=CC=C(C=C1)C2=CC(=NN2C3=CC=C(C=C3)S(=O)(=O)N)C(F)(F)F. Drug 2: CCC1(CC2CC(C3=C(CCN(C2)C1)C4=CC=CC=C4N3)(C5=C(C=C6C(=C5)C78CCN9C7C(C=CC9)(C(C(C8N6C=O)(C(=O)OC)O)OC(=O)C)CC)OC)C(=O)OC)O.OS(=O)(=O)O. Cell line: NCIH23. Synergy scores: CSS=25.8, Synergy_ZIP=1.03, Synergy_Bliss=5.45, Synergy_Loewe=-11.0, Synergy_HSA=6.26.